From a dataset of Reaction yield outcomes from USPTO patents with 853,638 reactions. Predict the reaction yield, written as a fraction of the theoretical maximum amount of product (1.0 means a 100% yield; for example, 0.34 means a 34% yield). (1) The product is [NH2:1][C:2]([NH:4][C:5]1[CH:9]=[C:8]([Br:10])[S:7][C:6]=1[C:11]([NH:19][C@H:20]1[CH2:25][CH2:24][CH2:23][N:22]([C:26]([O:28][C:29]([CH3:32])([CH3:31])[CH3:30])=[O:27])[CH2:21]1)=[O:13])=[O:3]. The catalyst is C1COCC1. The reactants are [NH2:1][C:2]([NH:4][C:5]1[CH:9]=[C:8]([Br:10])[S:7][C:6]=1[C:11]([O:13]C)=O)=[O:3].C[Al](C)C.[NH2:19][C@H:20]1[CH2:25][CH2:24][CH2:23][N:22]([C:26]([O:28][C:29]([CH3:32])([CH3:31])[CH3:30])=[O:27])[CH2:21]1.C[Al](C)C.N[C@H]1CCCN(C(OC(C)(C)C)=O)C1.[C@H](O)(C([O-])=O)[C@@H](O)C([O-])=O.[Na+].[K+]. The yield is 0.400. (2) The reactants are [Cl:1][C:2]1[CH:7]=[CH:6][CH:5]=[CH:4][C:3]=1[N:8]1[C:12]([OH:13])=[CH:11][C:10]([CH2:14][C:15]([O:17][CH3:18])=[O:16])=[N:9]1.C(O)(=O)C.[CH3:23][C:24](OCC)(OCC)[O:25][CH2:26][CH3:27]. No catalyst specified. The product is [Cl:1][C:2]1[CH:7]=[CH:6][CH:5]=[CH:4][C:3]=1[N:8]1[C:12](=[O:13])/[C:11](=[C:24](/[O:25][CH2:26][CH3:27])\[CH3:23])/[C:10]([CH2:14][C:15]([O:17][CH3:18])=[O:16])=[N:9]1. The yield is 1.00.